This data is from Catalyst prediction with 721,799 reactions and 888 catalyst types from USPTO. The task is: Predict which catalyst facilitates the given reaction. (1) Reactant: [NH2:1][C@H:2]([C:4]1[N:5]=[C:6]2[CH:11]=[CH:10][CH:9]=[C:8]([C:12]([O:14][CH3:15])=[O:13])[N:7]2[C:16]=1[C:17]1[CH:18]=[N:19][CH:20]=[C:21]([F:23])[CH:22]=1)[CH3:3].[NH2:24][C:25]1[C:30]([C:31]#[N:32])=[C:29](Cl)[N:28]=[CH:27][N:26]=1.CCN(C(C)C)C(C)C. Product: [NH2:24][C:25]1[N:26]=[CH:27][N:28]=[C:29]([NH:1][C@H:2]([C:4]2[N:5]=[C:6]3[CH:11]=[CH:10][CH:9]=[C:8]([C:12]([O:14][CH3:15])=[O:13])[N:7]3[C:16]=2[C:17]2[CH:18]=[N:19][CH:20]=[C:21]([F:23])[CH:22]=2)[CH3:3])[C:30]=1[C:31]#[N:32]. The catalyst class is: 51. (2) Reactant: P([O-])([O-])([O-])=O.[K+].[K+].[K+].Br[C:10]1[CH:15]=[N:14][CH:13]=[C:12]2[NH:16][CH:17]=[CH:18][C:11]=12.[CH3:19][CH:20]([N:22]1[C:26]([C:27]([NH:29][C:30]2[C:31]3[C:35]([CH:36]=[C:37](B4OC(C)(C)CC(C)(C)O4)[CH:38]=2)=[N:34][N:33](C2CCCCO2)[CH:32]=3)=[O:28])=[CH:25][CH:24]=[N:23]1)[CH3:21].O. Product: [CH3:21][CH:20]([N:22]1[C:26]([C:27]([NH:29][C:30]2[CH:38]=[C:37]([C:10]3[CH:15]=[N:14][CH:13]=[C:12]4[NH:16][CH:17]=[CH:18][C:11]=34)[CH:36]=[C:35]3[C:31]=2[CH:32]=[N:33][NH:34]3)=[O:28])=[CH:25][CH:24]=[N:23]1)[CH3:19]. The catalyst class is: 12.